This data is from Catalyst prediction with 721,799 reactions and 888 catalyst types from USPTO. The task is: Predict which catalyst facilitates the given reaction. (1) Reactant: [F:1][C:2]1[CH:9]=[C:8]([F:10])[CH:7]=[C:6]([F:11])[C:3]=1[CH2:4][NH2:5].C(N1C=CN=C1)([N:14]1C=CN=C1)=O.C(N(CC)CC)C.FC1C=C(OC)C=C(F)C=1CN1[C:40]2[N:41]=[CH:42][CH:43]=[CH:44][C:39]=2[S:38](=[O:46])(=[O:45])[N:37]([C:47]2[CH:52]=[CH:51][C:50]([O:53][CH3:54])=[C:49]([O:55][CH3:56])C=2)[C:36]1=[O:57]. Product: [CH3:54][O:53][C:50]1[CH:51]=[CH:52][C:47]([N:37]2[C:36](=[O:57])[N:5]([CH2:4][C:3]3[C:2]([F:1])=[CH:9][C:8]([F:10])=[CH:7][C:6]=3[F:11])[C:40]3[N:41]=[CH:42][CH:43]=[CH:44][C:39]=3[S:38]2(=[O:46])=[O:45])=[N:14][C:49]=1[O:55][CH3:56]. The catalyst class is: 3. (2) Reactant: Cl.Cl.[NH2:3][CH:4]([C:16]1[CH:21]=[CH:20][CH:19]=[CH:18][CH:17]=1)[C:5]([O:7][C@@H:8]1[CH:13]2[CH2:14][CH2:15][N:10]([CH2:11][CH2:12]2)[CH2:9]1)=[O:6].C(N(CC)CC)C.[C:29]1([S:35](Cl)(=[O:37])=[O:36])[CH:34]=[CH:33][CH:32]=[CH:31][CH:30]=1. Product: [C:16]1([CH:4]([NH:3][S:35]([C:29]2[CH:34]=[CH:33][CH:32]=[CH:31][CH:30]=2)(=[O:37])=[O:36])[C:5]([O:7][C@@H:8]2[CH:13]3[CH2:12][CH2:11][N:10]([CH2:15][CH2:14]3)[CH2:9]2)=[O:6])[CH:21]=[CH:20][CH:19]=[CH:18][CH:17]=1. The catalyst class is: 2. (3) Reactant: [C:1]([O:5][C:6](=[O:40])[C:7]1[CH:12]=[CH:11][CH:10]=[C:9]([CH2:13][CH:14]([NH:28][C:29](=[O:37])[CH2:30][CH2:31][CH2:32][S:33](=[O:36])(=[O:35])[NH2:34])[B:15]2[O:23][CH:22]3[C:17]([CH3:27])([CH:18]4[CH2:24][CH:20]([CH2:21]3)[C:19]4([CH3:26])[CH3:25])[O:16]2)[C:8]=1[O:38][CH3:39])([CH3:4])([CH3:3])[CH3:2].[C:41](=O)([O-])[O-].[K+].[K+].IC. Product: [C:1]([O:5][C:6](=[O:40])[C:7]1[CH:12]=[CH:11][CH:10]=[C:9]([CH2:13][CH:14]([NH:28][C:29](=[O:37])[CH2:30][CH2:31][CH2:32][S:33](=[O:36])(=[O:35])[NH:34][CH3:41])[B:15]2[O:23][CH:22]3[C:17]([CH3:27])([CH:18]4[CH2:24][CH:20]([CH2:21]3)[C:19]4([CH3:26])[CH3:25])[O:16]2)[C:8]=1[O:38][CH3:39])([CH3:2])([CH3:3])[CH3:4]. The catalyst class is: 42. (4) Reactant: [CH3:1][O:2][C:3]([C@@H:5]1[CH2:34][C@@H:33]2[CH2:35][N:6]1[C:7](=[O:42])[C@H:8]([C:38]([CH3:41])([CH3:40])[CH3:39])[NH:9][C:10](=[O:37])[O:11][C@@H:12]1[CH2:36][C@H:13]1[CH2:14][CH2:15][CH2:16][CH2:17][CH2:18][C:19]1[C:20]([O:32]2)=[N:21][C:22]2[C:23]([O:30][CH3:31])=[CH:24][CH:25]=[CH:26][C:27]=2[C:28]=1[OH:29])=[O:4].[Br:43][CH2:44][CH2:45][CH2:46]Br.C(=O)([O-])[O-].[Cs+].[Cs+]. Product: [CH3:1][O:2][C:3]([C@@H:5]1[CH2:34][C@@H:33]2[CH2:35][N:6]1[C:7](=[O:42])[C@H:8]([C:38]([CH3:39])([CH3:41])[CH3:40])[NH:9][C:10](=[O:37])[O:11][C@@H:12]1[CH2:36][C@H:13]1[CH2:14][CH2:15][CH2:16][CH2:17][CH2:18][C:19]1[C:20]([O:32]2)=[N:21][C:22]2[C:23]([O:30][CH3:31])=[CH:24][CH:25]=[CH:26][C:27]=2[C:28]=1[O:29][CH2:46][CH2:45][CH2:44][Br:43])=[O:4]. The catalyst class is: 3. (5) Reactant: [Br:1][C:2]1[CH:3]=[C:4]2[C:9](=[CH:10][CH:11]=1)[C:8](=[O:12])[NH:7][C:6](=[O:13])/[C:5]/2=[CH:14]/OC.[CH3:17][N:18]([CH3:31])[CH2:19][CH2:20][S:21]([C:24]1[CH:29]=[CH:28][C:27]([NH2:30])=[CH:26][CH:25]=1)(=[O:23])=[O:22].C(N(CC)CC)C. Product: [Br:1][C:2]1[CH:3]=[C:4]2[C:9](=[CH:10][CH:11]=1)[C:8](=[O:12])[NH:7][C:6](=[O:13])/[C:5]/2=[CH:14]\[NH:30][C:27]1[CH:26]=[CH:25][C:24]([S:21]([CH2:20][CH2:19][N:18]([CH3:31])[CH3:17])(=[O:23])=[O:22])=[CH:29][CH:28]=1. The catalyst class is: 9.